Task: Predict the reactants needed to synthesize the given product.. Dataset: Full USPTO retrosynthesis dataset with 1.9M reactions from patents (1976-2016) (1) Given the product [CH2:25]([N:1]1[C:9]2[C:4](=[CH:5][C:6]([C:10]3[C:15]4=[N:16][S:17](=[O:21])(=[O:20])[CH2:18][CH2:19][N:14]4[CH:13]=[CH:12][CH:11]=3)=[CH:7][CH:8]=2)[CH:3]=[CH:2]1)[CH3:26], predict the reactants needed to synthesize it. The reactants are: [NH:1]1[C:9]2[C:4](=[CH:5][C:6]([C:10]3[C:15]4=[N:16][S:17](=[O:21])(=[O:20])[CH2:18][CH2:19][N:14]4[CH:13]=[CH:12][CH:11]=3)=[CH:7][CH:8]=2)[CH:3]=[CH:2]1.[H-].[Na+].I[CH2:25][CH3:26].O. (2) Given the product [C:19]1([S:16]([C:14]2[CH:13]=[CH:12][C:11]3[N:10]([N:9]=[C:8]([NH:7][CH2:6][C:5]4[CH:26]=[CH:27][C:2]([C:33]5[CH:38]=[CH:37][CH:36]=[CH:35][N:34]=5)=[CH:3][CH:4]=4)[N:25]=3)[CH:15]=2)(=[O:18])=[O:17])[CH:24]=[CH:23][CH:22]=[CH:21][CH:20]=1, predict the reactants needed to synthesize it. The reactants are: Br[C:2]1[CH:27]=[CH:26][C:5]([CH2:6][NH:7][C:8]2[N:25]=[C:11]3[CH:12]=[CH:13][C:14]([S:16]([C:19]4[CH:24]=[CH:23][CH:22]=[CH:21][CH:20]=4)(=[O:18])=[O:17])=[CH:15][N:10]3[N:9]=2)=[CH:4][CH:3]=1.C([Sn](CCCC)(CCCC)[C:33]1[CH:38]=[CH:37][CH:36]=[CH:35][N:34]=1)CCC.